Dataset: Full USPTO retrosynthesis dataset with 1.9M reactions from patents (1976-2016). Task: Predict the reactants needed to synthesize the given product. (1) The reactants are: Cl.[Cl:2][C:3]1[CH:4]=[C:5]([C:9]2[CH2:10][CH2:11][NH:12][CH2:13][CH:14]=2)[CH:6]=[CH:7][CH:8]=1.Br[C:16]1[S:17][C:18]([C:21]2[N:22]=[N:23][N:24]([CH2:26][C:27]([O:29][C:30]([CH3:33])([CH3:32])[CH3:31])=[O:28])[N:25]=2)=[CH:19][N:20]=1.CN1C(=O)CCC1.CCN(C(C)C)C(C)C. Given the product [Cl:2][C:3]1[CH:4]=[C:5]([C:9]2[CH2:14][CH2:13][N:12]([C:16]3[S:17][C:18]([C:21]4[N:22]=[N:23][N:24]([CH2:26][C:27]([O:29][C:30]([CH3:33])([CH3:32])[CH3:31])=[O:28])[N:25]=4)=[CH:19][N:20]=3)[CH2:11][CH:10]=2)[CH:6]=[CH:7][CH:8]=1, predict the reactants needed to synthesize it. (2) Given the product [Cl:1][C:2]1[N:3]([C@@H:16]2[O:30][C@H:29]([CH2:31][OH:32])[C@@H:18]([OH:19])[CH2:17]2)[C:4]2[C:9]([C:10]=1[C:11](=[O:13])[CH3:12])=[CH:8][C:7]([Cl:14])=[C:6]([Cl:15])[CH:5]=2, predict the reactants needed to synthesize it. The reactants are: [Cl:1][C:2]1[N:3]([C@@H:16]2[O:30][C@H:29]([CH2:31][O:32]C(C3C=CC(C)=CC=3)=O)[C@@H:18]([O:19]C(C3C=CC(C)=CC=3)=O)[CH2:17]2)[C:4]2[C:9]([C:10]=1[C:11](=[O:13])[CH3:12])=[CH:8][C:7]([Cl:14])=[C:6]([Cl:15])[CH:5]=2.C[O-].[Na+]. (3) The reactants are: Cl.Cl.N[CH2:4][CH2:5][CH2:6][CH2:7][C:8]1[CH:23]=[CH:22][C:11]([O:12][CH2:13][C:14]([NH:16][C:17]2[NH:18][CH:19]=[CH:20][N:21]=2)=[O:15])=[CH:10][CH:9]=1.C([N:27](C(C)C)CC)(C)C.I.[NH2:34][C:35]1[C:36]([C:43]([NH:45][C:46](=[NH:49])SC)=[O:44])=[N:37][C:38]([Cl:42])=[C:39]([NH2:41])[N:40]=1. Given the product [NH2:34][C:35]1[C:36]([C:43]([N:45]([CH2:4][CH2:5][CH2:6][CH2:7][C:8]2[CH:23]=[CH:22][C:11]([O:12][CH2:13][C:14]([NH:16][C:17]3[NH:21][CH:20]=[CH:19][N:18]=3)=[O:15])=[CH:10][CH:9]=2)[C:46]([NH2:49])=[NH:27])=[O:44])=[N:37][C:38]([Cl:42])=[C:39]([NH2:41])[N:40]=1, predict the reactants needed to synthesize it. (4) Given the product [CH3:19][S:16]([CH2:15][C:12]1[N:11]=[CH:10][C:9]([NH2:8])=[CH:14][CH:13]=1)(=[O:18])=[O:17], predict the reactants needed to synthesize it. The reactants are: C1(C(C2C=CC=CC=2)=[N:8][C:9]2[CH:10]=[N:11][C:12]([CH2:15][S:16]([CH3:19])(=[O:18])=[O:17])=[CH:13][CH:14]=2)C=CC=CC=1.Cl. (5) Given the product [O:1]=[C:2]1[CH:11]=[CH:10][C:9]2[C:4](=[CH:5][C:6]([O:12][CH2:13][CH2:14][CH2:15][CH2:16][CH2:17][CH2:18][O:19][C:20](=[O:49])[C:21]3[CH:47]=[C:46]([O:48][CH2:54][CH2:53][CH2:52][CH2:51][Cl:50])[CH:45]=[C:23]([C:24]([O:26][CH2:27][CH2:28][CH2:29][CH2:30][CH2:31][CH2:32][O:33][C:34]4[CH:43]=[C:42]5[C:37]([CH:38]=[CH:39][C:40](=[O:44])[O:41]5)=[CH:36][CH:35]=4)=[O:25])[CH:22]=3)=[CH:7][CH:8]=2)[O:3]1, predict the reactants needed to synthesize it. The reactants are: [O:1]=[C:2]1[CH:11]=[CH:10][C:9]2[C:4](=[CH:5][C:6]([O:12][CH2:13][CH2:14][CH2:15][CH2:16][CH2:17][CH2:18][O:19][C:20](=[O:49])[C:21]3[CH:47]=[C:46]([OH:48])[CH:45]=[C:23]([C:24]([O:26][CH2:27][CH2:28][CH2:29][CH2:30][CH2:31][CH2:32][O:33][C:34]4[CH:43]=[C:42]5[C:37]([CH:38]=[CH:39][C:40](=[O:44])[O:41]5)=[CH:36][CH:35]=4)=[O:25])[CH:22]=3)=[CH:7][CH:8]=2)[O:3]1.[Cl:50][CH2:51][CH2:52][CH2:53][CH2:54]O.C1(P(C2C=CC=CC=2)C2C=CC=CC=2)C=CC=CC=1.C(OC(N=NC(OCC)=O)=O)C. (6) Given the product [Cl:18][C:11]1[CH:10]=[CH:9][C:8]([C:6]([C:5]2[CH:19]=[CH:20][C:2]([C:28]3[CH:27]=[CH:26][CH:25]=[C:24]([N+:21]([O-:23])=[O:22])[CH:29]=3)=[CH:3][CH:4]=2)=[O:7])=[CH:13][C:12]=1[S:14]([NH2:17])(=[O:16])=[O:15], predict the reactants needed to synthesize it. The reactants are: Br[C:2]1[CH:20]=[CH:19][C:5]([C:6]([C:8]2[CH:9]=[CH:10][C:11]([Cl:18])=[C:12]([S:14]([NH2:17])(=[O:16])=[O:15])[CH:13]=2)=[O:7])=[CH:4][CH:3]=1.[N+:21]([C:24]1[CH:25]=[C:26](B(O)O)[CH:27]=[CH:28][CH:29]=1)([O-:23])=[O:22].